Predict the product of the given reaction. From a dataset of Forward reaction prediction with 1.9M reactions from USPTO patents (1976-2016). (1) Given the reactants C[O:2]C1C=CC(C(OCC(CO)(C(OCC)=O)C(OCC)=O)(C2C=CC(OC)=CC=2)C2C=CC(OC)=CC=2)=CC=1.[O:41]1[C:46](=[O:47])[CH2:45][O:44][CH2:43][C:42]1=[O:48], predict the reaction product. The product is: [C:42]([OH:48])(=[O:2])[CH2:43][O:44][CH2:45][C:46]([OH:41])=[O:47]. (2) Given the reactants [Cl:1][C:2]1[CH:3]=[C:4]2[C:8](=[C:9]([NH:11][CH:12]3[CH2:16][CH2:15][CH2:14][CH2:13]3)[CH:10]=1)[NH:7][C:6]([C:17]1[S:18][CH2:19][C@@H:20]([CH2:22][CH2:23]O)[N:21]=1)=[CH:5]2.[CH3:25][S:26]([O-])(=[O:28])=[O:27].[Na+], predict the reaction product. The product is: [Cl:1][C:2]1[CH:3]=[C:4]2[C:8](=[C:9]([NH:11][CH:12]3[CH2:16][CH2:15][CH2:14][CH2:13]3)[CH:10]=1)[NH:7][C:6]([C:17]1[S:18][CH2:19][C@@H:20]([CH2:22][CH2:23][S:26]([CH3:25])(=[O:28])=[O:27])[N:21]=1)=[CH:5]2. (3) Given the reactants C(OC(=O)[NH:7][C:8]1[CH:13]=[C:12]([N:14]2[CH2:18][CH2:17][CH2:16][CH2:15]2)[C:11]([C:19]([F:22])([F:21])[F:20])=[CH:10][C:9]=1[NH:23][C:24](=[O:40])[CH2:25][C:26](=O)[C:27]1[CH:32]=[CH:31][CH:30]=[C:29]([C:33]2[CH:34]=[N:35][CH:36]=[CH:37][CH:38]=2)[CH:28]=1)(C)(C)C.C(O)(C(F)(F)F)=O, predict the reaction product. The product is: [N:35]1[CH:36]=[CH:37][CH:38]=[C:33]([C:29]2[CH:28]=[C:27]([C:26]3[CH2:25][C:24](=[O:40])[NH:23][C:9]4[CH:10]=[C:11]([C:19]([F:22])([F:20])[F:21])[C:12]([N:14]5[CH2:15][CH2:16][CH2:17][CH2:18]5)=[CH:13][C:8]=4[N:7]=3)[CH:32]=[CH:31][CH:30]=2)[CH:34]=1. (4) The product is: [Br:11][C:5]1[CH:6]=[C:7]([C:8]2[O:10][C:18]3[C:17]([F:20])=[C:16]([F:21])[CH:15]=[CH:14][C:13]=3[N:12]=2)[C:2]([NH2:1])=[N:3][CH:4]=1. Given the reactants [NH2:1][C:2]1[C:7]([C:8]([OH:10])=O)=[CH:6][C:5]([Br:11])=[CH:4][N:3]=1.[NH2:12][C:13]1[C:18](O)=[C:17]([F:20])[C:16]([F:21])=[CH:15][CH:14]=1, predict the reaction product. (5) Given the reactants [C:1]([C:5]1[S:9][C:8]([C:10]2[S:11][CH:12]=[CH:13][CH:14]=2)=[CH:7][CH:6]=1)([CH3:4])([CH3:3])[CH3:2].C(=O)=O.CC(C)=O.C([Li])CCC.[B:27](OC)([O:30]C)[O:28]C, predict the reaction product. The product is: [C:1]([C:5]1[S:9][C:8]([C:10]2[S:11][C:12]([B:27]([OH:30])[OH:28])=[CH:13][CH:14]=2)=[CH:7][CH:6]=1)([CH3:4])([CH3:2])[CH3:3]. (6) Given the reactants [CH3:1][C:2]1[CH:11]=[CH:10][C:9]2[C:4](=[CH:5][C:6]([CH2:12][CH2:13][OH:14])=[CH:7][CH:8]=2)[N:3]=1.[O:15]1CCOCC1, predict the reaction product. The product is: [OH:14][CH2:13][CH2:12][C:6]1[CH:5]=[C:4]2[C:9]([CH:10]=[CH:11][C:2]([CH:1]=[O:15])=[N:3]2)=[CH:8][CH:7]=1. (7) The product is: [CH2:40]([O:39][C:37](=[O:38])[N:47]([CH:48]([C:50](=[O:51])[NH:35][CH:28]([CH:29]1[CH2:34][CH2:33][CH2:32][CH2:31][CH2:30]1)[C:27]([N:26]1[CH2:25][CH2:24][CH:16]2[N:17]([C:19]([CH:21]3[CH2:22][CH2:23]3)=[O:20])[CH2:18][CH:14]([C:12](=[O:13])[NH:11][CH:1]3[C:10]4[C:5](=[CH:6][CH:7]=[CH:8][CH:9]=4)[CH2:4][CH2:3][CH2:2]3)[CH:15]12)=[O:36])[CH3:49])[CH3:53])[C:41]1[CH:46]=[CH:45][CH:44]=[CH:43][CH:42]=1. Given the reactants [CH:1]1([NH:11][C:12]([CH:14]2[CH2:18][N:17]([C:19]([CH:21]3[CH2:23][CH2:22]3)=[O:20])[CH:16]3[CH2:24][CH2:25][N:26]([C:27](=[O:36])[CH:28]([NH2:35])[CH:29]4[CH2:34][CH2:33][CH2:32][CH2:31][CH2:30]4)[CH:15]23)=[O:13])[C:10]2[C:5](=[CH:6][CH:7]=[CH:8][CH:9]=2)[CH2:4][CH2:3][CH2:2]1.[C:37]([N:47]([CH3:53])[C@H:48]([C:50](O)=[O:51])[CH3:49])([O:39][CH2:40][C:41]1[CH:46]=[CH:45][CH:44]=[CH:43][CH:42]=1)=[O:38].C(Cl)CCl.C1C=CC2N(O)N=NC=2C=1.CCN(C(C)C)C(C)C, predict the reaction product. (8) Given the reactants Br[C:2]1[CH:7]=[CH:6][C:5]([CH2:8][CH2:9][CH2:10][C:11]2[N:15]([CH2:16][CH3:17])[C:14](=[O:18])[N:13]([CH2:19][C:20]3[CH:25]=[CH:24][C:23]([C:26]([CH3:29])([CH3:28])[CH3:27])=[CH:22][CH:21]=3)[N:12]=2)=[CH:4][CH:3]=1.C(=O)([O-])[O-].[K+].[K+].CC1(C)C(C)(C)OB([C:44]2[CH:45]=[C:46]([CH2:50][C:51]([O:53][CH2:54][CH3:55])=[O:52])[CH:47]=[CH:48][CH:49]=2)O1, predict the reaction product. The product is: [C:26]([C:23]1[CH:24]=[CH:25][C:20]([CH2:19][N:13]2[C:14](=[O:18])[N:15]([CH2:16][CH3:17])[C:11]([CH2:10][CH2:9][CH2:8][C:5]3[CH:6]=[CH:7][C:2]([C:48]4[CH:49]=[CH:44][CH:45]=[C:46]([CH2:50][C:51]([O:53][CH2:54][CH3:55])=[O:52])[CH:47]=4)=[CH:3][CH:4]=3)=[N:12]2)=[CH:21][CH:22]=1)([CH3:29])([CH3:28])[CH3:27].